From a dataset of Full USPTO retrosynthesis dataset with 1.9M reactions from patents (1976-2016). Predict the reactants needed to synthesize the given product. Given the product [O:33]=[C:10]([NH:9][C:6]1[CH:7]=[N:8][C:3]([C:1]2[NH:34][NH:35][C:25]([C:27]3[CH:32]=[CH:31][CH:30]=[CH:29][N:28]=3)=[N:26][N:2]=2)=[CH:4][CH:5]=1)[CH2:11][CH2:12][CH2:13][CH2:14][CH2:15][NH:16][C:17](=[O:23])[O:18][C:19]([CH3:22])([CH3:21])[CH3:20], predict the reactants needed to synthesize it. The reactants are: [C:1]([C:3]1[N:8]=[CH:7][C:6]([NH:9][C:10](=O)[CH2:11][CH2:12][CH2:13][CH2:14][CH2:15][NH:16][C:17](=[O:23])[O:18][C:19]([CH3:22])([CH3:21])[CH3:20])=[CH:5][CH:4]=1)#[N:2].[C:25]([C:27]1[CH:32]=[CH:31][CH:30]=[CH:29][N:28]=1)#[N:26].[OH2:33].[NH2:34][NH2:35].[S].